From a dataset of Forward reaction prediction with 1.9M reactions from USPTO patents (1976-2016). Predict the product of the given reaction. (1) Given the reactants [O:1]=[C:2]1[C:10]2[C:5](=[CH:6][CH:7]=[CH:8][CH:9]=2)[C:4](=[O:11])[N:3]1[C@@H:12]([CH:16]([CH3:18])[CH3:17])[C:13](Cl)=[O:14].[C:19]([O:23][C:24]([NH:26][OH:27])=[O:25])([CH3:22])([CH3:21])[CH3:20], predict the reaction product. The product is: [O:1]=[C:2]1[C:10]2[C:5](=[CH:6][CH:7]=[CH:8][CH:9]=2)[C:4](=[O:11])[N:3]1[C@@H:12]([CH:16]([CH3:18])[CH3:17])[C:13]([O:27][NH:26][C:24]([O:23][C:19]([CH3:22])([CH3:21])[CH3:20])=[O:25])=[O:14]. (2) Given the reactants CO[C:3]([C:5]1[NH:6][N:7]=[C:8]([O:10][CH2:11][C:12]2[C:13]([C:18]3[CH:23]=[CH:22][CH:21]=[CH:20][CH:19]=3)=[N:14][O:15][C:16]=2[CH3:17])[CH:9]=1)=[O:4].[CH:24]([NH2:27])([CH3:26])[CH3:25], predict the reaction product. The product is: [CH:24]([NH:27][C:3]([C:5]1[NH:6][N:7]=[C:8]([O:10][CH2:11][C:12]2[C:13]([C:18]3[CH:19]=[CH:20][CH:21]=[CH:22][CH:23]=3)=[N:14][O:15][C:16]=2[CH3:17])[CH:9]=1)=[O:4])([CH3:26])[CH3:25].